Dataset: Full USPTO retrosynthesis dataset with 1.9M reactions from patents (1976-2016). Task: Predict the reactants needed to synthesize the given product. (1) Given the product [C:1]([O:5][C@@H:6]([C:12]1[C:21]([CH2:22][OH:23])=[CH:20][C:19]2[C:14](=[CH:15][CH:16]=[CH:17][CH:18]=2)[C:13]=1[C:24]1[CH:25]=[CH:26][C:27]([Cl:30])=[CH:28][CH:29]=1)[C:7]([O:9][CH2:10][CH3:11])=[O:8])([CH3:2])([CH3:3])[CH3:4], predict the reactants needed to synthesize it. The reactants are: [C:1]([O:5][C@@H:6]([C:12]1[C:21]([CH:22]=[O:23])=[CH:20][C:19]2[C:14](=[CH:15][CH:16]=[CH:17][CH:18]=2)[C:13]=1[C:24]1[CH:29]=[CH:28][C:27]([Cl:30])=[CH:26][CH:25]=1)[C:7]([O:9][CH2:10][CH3:11])=[O:8])([CH3:4])([CH3:3])[CH3:2].[BH4-].[Na+]. (2) Given the product [NH2:14][C:13]([NH:11][S:8]([C:3]1[CH:4]=[CH:5][CH:6]=[CH:7][C:2]=1[CH3:1])(=[O:10])=[O:9])=[O:12], predict the reactants needed to synthesize it. The reactants are: [CH3:1][C:2]1[CH:7]=[CH:6][CH:5]=[CH:4][C:3]=1[S:8]([NH2:11])(=[O:10])=[O:9].[O-:12][C:13]#[N:14].[K+]. (3) Given the product [S:28]([OH:32])([OH:31])(=[O:30])=[O:29].[N:1]1[CH:6]=[CH:5][CH:4]=[CH:3][C:2]=1[O:7][CH2:8][C:9]1[CH:27]=[CH:26][C:12]([CH2:13][C:14]2[CH:18]=[C:17]([C:19]3[C:20]([NH2:25])=[N:21][CH:22]=[CH:23][CH:24]=3)[O:16][N:15]=2)=[CH:11][CH:10]=1.[N:1]1[CH:6]=[CH:5][CH:4]=[CH:3][C:2]=1[O:7][CH2:8][C:9]1[CH:27]=[CH:26][C:12]([CH2:13][C:14]2[CH:18]=[C:17]([C:19]3[C:20]([NH2:25])=[N:21][CH:22]=[CH:23][CH:24]=3)[O:16][N:15]=2)=[CH:11][CH:10]=1, predict the reactants needed to synthesize it. The reactants are: [N:1]1[CH:6]=[CH:5][CH:4]=[CH:3][C:2]=1[O:7][CH2:8][C:9]1[CH:27]=[CH:26][C:12]([CH2:13][C:14]2[CH:18]=[C:17]([C:19]3[C:20]([NH2:25])=[N:21][CH:22]=[CH:23][CH:24]=3)[O:16][N:15]=2)=[CH:11][CH:10]=1.[S:28](=[O:32])(=[O:31])([OH:30])[OH:29]. (4) Given the product [CH:4]1[C:5]2[C:6](=[CH:7][CH:8]=[CH:9][CH:10]=2)[CH:16]=[CH:15][N:3]=1, predict the reactants needed to synthesize it. The reactants are: C([N:3]([CH2:15][CH3:16])[C:4](=O)[C:5]1[CH:10]=[CH:9][C:8](OC)=[CH:7][C:6]=1C)C.[Li]CCCC.C(#N)C1C=CC=CC=1. (5) Given the product [NH:1]1[C:9]2[C:4](=[CH:5][CH:6]=[CH:7][CH:8]=2)[C:3]([NH:10][C:11]([N:24]2[CH2:25][CH2:26][C:16]([C:17]3[CH:18]=[CH:19][CH:3]=[C:4]([CH3:9])[C:5]=3[CH3:6])([OH:27])[CH2:22][CH2:23]2)=[O:15])=[N:2]1, predict the reactants needed to synthesize it. The reactants are: [NH:1]1[C:9]2[C:4](=[CH:5][CH:6]=[CH:7][CH:8]=2)[C:3]([NH:10][C:11](=[O:15])OCC)=[N:2]1.[CH2:16]1[CH2:26][CH2:25][N:24]2[C:19](=NC[CH2:22][CH2:23]2)[CH2:18][CH2:17]1.[OH2:27]. (6) Given the product [N+:12]([C:9]1[CH:10]=[CH:11][C:6]([O:5][CH2:4][CH2:3][CH2:2][N:15]2[CH:19]=[CH:18][N:17]=[N:16]2)=[CH:7][CH:8]=1)([O-:14])=[O:13], predict the reactants needed to synthesize it. The reactants are: Cl[CH2:2][CH2:3][CH2:4][O:5][C:6]1[CH:11]=[CH:10][C:9]([N+:12]([O-:14])=[O:13])=[CH:8][CH:7]=1.[NH:15]1[CH:19]=[CH:18][N:17]=[N:16]1.[I-].[K+].[OH-].[Na+].